Dataset: Catalyst prediction with 721,799 reactions and 888 catalyst types from USPTO. Task: Predict which catalyst facilitates the given reaction. (1) Reactant: [CH3:1][C:2]1[N:11]=[CH:10][CH:9]=[C:8]2[C:3]=1[CH:4]=[C:5]([C:30]1[CH:35]=[CH:34][CH:33]=[CH:32][CH:31]=1)[C:6]([C:12]1[CH:17]=[CH:16][C:15]([C:18]3([NH:22]C(=O)OC(C)(C)C)[CH2:21][CH2:20][CH2:19]3)=[CH:14][CH:13]=1)=[N:7]2.CO.[ClH:38].CCOC(C)=O. Product: [Cl-:38].[Cl-:38].[NH3+:22][C:18]1([C:15]2[CH:14]=[CH:13][C:12]([C:6]3[C:5]([C:30]4[CH:35]=[CH:34][CH:33]=[CH:32][CH:31]=4)=[CH:4][C:3]4[C:8](=[CH:9][CH:10]=[N:11][C:2]=4[CH3:1])[NH+:7]=3)=[CH:17][CH:16]=2)[CH2:19][CH2:20][CH2:21]1. The catalyst class is: 2. (2) Reactant: [Cl:1][C:2]1[CH:21]=[C:20]([CH3:22])[CH:19]=[C:18]([Cl:23])[C:3]=1[O:4][C@@H:5]1[CH2:9][CH2:8][N:7]([C:10]2[N:15]=[CH:14][C:13]([CH:16]=O)=[CH:12][CH:11]=2)[CH2:6]1.[C:24]([CH2:26][C:27]([OH:29])=[O:28])#[N:25].N1CCCCC1. Product: [C:24](/[C:26](=[CH:16]\[C:13]1[CH:14]=[N:15][C:10]([N:7]2[CH2:8][CH2:9][C@@H:5]([O:4][C:3]3[C:2]([Cl:1])=[CH:21][C:20]([CH3:22])=[CH:19][C:18]=3[Cl:23])[CH2:6]2)=[CH:11][CH:12]=1)/[C:27]([OH:29])=[O:28])#[N:25]. The catalyst class is: 11. (3) Reactant: [Cl:1][C:2]1[CH:3]=[CH:4][C:5]([O:29][CH2:30][CH:31]([CH3:33])[CH3:32])=[C:6]([CH2:8][N:9]2[C:13]([CH3:14])=[CH:12][C:11]([NH:15][C:16](=[O:28])[C:17]3[CH:22]=[CH:21][C:20]([C:23]4[CH2:24][CH2:25][CH2:26][N:27]=4)=[CH:19][CH:18]=3)=[N:10]2)[CH:7]=1.C(O)(=O)C.C(O[BH-](OC(=O)C)OC(=O)C)(=O)C.[Na+]. Product: [ClH:1].[Cl:1][C:2]1[CH:3]=[CH:4][C:5]([O:29][CH2:30][CH:31]([CH3:33])[CH3:32])=[C:6]([CH2:8][N:9]2[C:13]([CH3:14])=[CH:12][C:11]([NH:15][C:16](=[O:28])[C:17]3[CH:22]=[CH:21][C:20]([CH:23]4[CH2:24][CH2:25][CH2:26][NH:27]4)=[CH:19][CH:18]=3)=[N:10]2)[CH:7]=1. The catalyst class is: 4. (4) Reactant: [CH3:1][O:2][N:3]1[CH2:8][CH:7]=[C:6]([C:9]2[CH:14]=[CH:13][C:12]([NH2:15])=[CH:11][CH:10]=2)[CH2:5][CH2:4]1. Product: [CH3:1][O:2][N:3]1[CH2:8][CH2:7][CH:6]([C:9]2[CH:10]=[CH:11][C:12]([NH2:15])=[CH:13][CH:14]=2)[CH2:5][CH2:4]1. The catalyst class is: 19. (5) Reactant: [C:1]([O:4][CH2:5][C@@H:6]1[CH2:10][CH2:9][CH2:8][N:7]1[C:11](=[O:63])[C:12]1[CH:17]=[C:16]([O:18][CH3:19])[C:15]([O:20][CH2:21][CH2:22][CH2:23][CH2:24][CH2:25][C:26]([N:28]2[C:36]3[CH:35]=[C:34]([O:37][P:38]([O:45][C:46]([CH3:49])([CH3:48])[CH3:47])([O:40][C:41]([CH3:44])([CH3:43])[CH3:42])=[O:39])[C:33]4[CH:50]=[CH:51][CH:52]=[CH:53][C:32]=4[C:31]=3[C@H:30]([CH2:54][Cl:55])[CH2:29]2)=[O:27])=[CH:14][C:13]=1[NH:56]C(OCC=C)=O)(=[O:3])[CH3:2].N1CCCC1. Product: [C:1]([O:4][CH2:5][C@@H:6]1[CH2:10][CH2:9][CH2:8][N:7]1[C:11](=[O:63])[C:12]1[CH:17]=[C:16]([O:18][CH3:19])[C:15]([O:20][CH2:21][CH2:22][CH2:23][CH2:24][CH2:25][C:26]([N:28]2[C:36]3[CH:35]=[C:34]([O:37][P:38]([O:45][C:46]([CH3:47])([CH3:48])[CH3:49])([O:40][C:41]([CH3:42])([CH3:43])[CH3:44])=[O:39])[C:33]4[CH:50]=[CH:51][CH:52]=[CH:53][C:32]=4[C:31]=3[C@H:30]([CH2:54][Cl:55])[CH2:29]2)=[O:27])=[CH:14][C:13]=1[NH2:56])(=[O:3])[CH3:2]. The catalyst class is: 532. (6) Reactant: [Br:1][CH2:2][CH2:3][N:4]1[C:8]([CH2:9]O)=[CH:7][C:6]([N+:11]([O-:13])=[O:12])=[N:5]1.C(Cl)(Cl)Cl.P(Br)(Br)[Br:19]. Product: [Br:1][CH2:2][CH2:3][N:4]1[C:8]([CH2:9][Br:19])=[CH:7][C:6]([N+:11]([O-:13])=[O:12])=[N:5]1. The catalyst class is: 2. (7) Product: [C:8]([O:12][C:13]([N:15]([CH3:3])[C:16]1[CH:17]=[C:18]([C:22]2[CH:34]=[CH:33][C:25]([C:26]([O:28][C:29]([CH3:30])([CH3:31])[CH3:32])=[O:27])=[C:24]([N+:35]([O-:37])=[O:36])[CH:23]=2)[CH:19]=[CH:20][CH:21]=1)=[O:14])([CH3:9])([CH3:10])[CH3:11]. Reactant: [H-].[Na+].[CH3:3]N(C)C=O.[C:8]([O:12][C:13]([NH:15][C:16]1[CH:17]=[C:18]([C:22]2[CH:34]=[CH:33][C:25]([C:26]([O:28][C:29]([CH3:32])([CH3:31])[CH3:30])=[O:27])=[C:24]([N+:35]([O-:37])=[O:36])[CH:23]=2)[CH:19]=[CH:20][CH:21]=1)=[O:14])([CH3:11])([CH3:10])[CH3:9].CI. The catalyst class is: 280.